From a dataset of Forward reaction prediction with 1.9M reactions from USPTO patents (1976-2016). Predict the product of the given reaction. Given the reactants [F:1][C:2]([F:11])([F:10])[C:3]1[CH:4]=[C:5]([CH2:8][OH:9])[S:6][CH:7]=1.[H-].[Na+].Br[C:15]1[CH:20]=[CH:19][N:18]([C:21]2[CH:22]=[CH:23][C:24]3[N:28]=[C:27]([CH:29]4[CH2:31][CH2:30]4)[N:26]([CH3:32])[C:25]=3[CH:33]=2)[C:17](=[O:34])[CH:16]=1.O, predict the reaction product. The product is: [CH:29]1([C:27]2[N:26]([CH3:32])[C:25]3[CH:33]=[C:21]([N:18]4[CH:19]=[CH:20][C:15]([O:9][CH2:8][C:5]5[S:6][CH:7]=[C:3]([C:2]([F:10])([F:1])[F:11])[CH:4]=5)=[CH:16][C:17]4=[O:34])[CH:22]=[CH:23][C:24]=3[N:28]=2)[CH2:30][CH2:31]1.